From a dataset of Peptide-MHC class II binding affinity with 134,281 pairs from IEDB. Regression. Given a peptide amino acid sequence and an MHC pseudo amino acid sequence, predict their binding affinity value. This is MHC class II binding data. (1) The peptide sequence is CDCDDKFYDCLKNSADTI. The MHC is DRB1_0301 with pseudo-sequence DRB1_0301. The binding affinity (normalized) is 0.0641. (2) The peptide sequence is LDAAYSVAYKAAVGA. The MHC is DRB1_1501 with pseudo-sequence DRB1_1501. The binding affinity (normalized) is 0.293. (3) The peptide sequence is GLAVLRKVKRVVASL. The MHC is HLA-DQA10501-DQB10402 with pseudo-sequence HLA-DQA10501-DQB10402. The binding affinity (normalized) is 0. (4) The binding affinity (normalized) is 0.196. The MHC is HLA-DQA10501-DQB10301 with pseudo-sequence HLA-DQA10501-DQB10301. The peptide sequence is ISEAGQAMASTEGNV. (5) The peptide sequence is GKLQIVDKIDAAFKI. The MHC is DRB3_0101 with pseudo-sequence DRB3_0101. The binding affinity (normalized) is 0.755. (6) The peptide sequence is FGSMPALTIACMTVQ. The MHC is DRB1_0405 with pseudo-sequence DRB1_0405. The binding affinity (normalized) is 0.428. (7) The peptide sequence is QNLARTISEAGQAMA. The MHC is DRB1_1501 with pseudo-sequence DRB1_1501. The binding affinity (normalized) is 0.335. (8) The peptide sequence is KELKGAYVYFASDAS. The MHC is HLA-DQA10401-DQB10402 with pseudo-sequence HLA-DQA10401-DQB10402. The binding affinity (normalized) is 0.384.